Task: Predict the reactants needed to synthesize the given product.. Dataset: Full USPTO retrosynthesis dataset with 1.9M reactions from patents (1976-2016) (1) Given the product [CH:30]1([N:34]2[CH2:40][CH2:39][C:38]3[S:41][C:42]([CH:44]4[CH2:49][CH2:48][N:47]([C:8]([C:5]5[N:6]=[N:7][C:2]([CH3:1])=[CH:3][CH:4]=5)=[O:10])[CH2:46][CH2:45]4)=[N:43][C:37]=3[CH2:36][CH2:35]2)[CH2:31][CH2:32][CH2:33]1, predict the reactants needed to synthesize it. The reactants are: [CH3:1][C:2]1[N:7]=[N:6][C:5]([C:8]([OH:10])=O)=[CH:4][CH:3]=1.C1(N=C=N)CCCCC1.ON1C2C=CC=CC=2N=N1.[CH:30]1([N:34]2[CH2:40][CH2:39][C:38]3[S:41][C:42]([CH:44]4[CH2:49][CH2:48][NH:47][CH2:46][CH2:45]4)=[N:43][C:37]=3[CH2:36][CH2:35]2)[CH2:33][CH2:32][CH2:31]1. (2) Given the product [N:9]1[CH:10]=[CH:11][CH:12]=[C:7]([C:6]2[CH:2]=[N:3][S:4][N:5]=2)[CH:8]=1, predict the reactants needed to synthesize it. The reactants are: Cl[C:2]1[C:6]([C:7]2[CH:8]=[N:9][CH:10]=[CH:11][CH:12]=2)=[N:5][S:4][N:3]=1.C[S-].[Na+].O.